This data is from Catalyst prediction with 721,799 reactions and 888 catalyst types from USPTO. The task is: Predict which catalyst facilitates the given reaction. Reactant: I[C:2]1[C:10]2[C:9]([NH2:11])=[N:8][CH:7]=[N:6][C:5]=2[N:4]([C@H:12]2[CH2:15][C@@H:14]([CH2:16][N:17]3[CH2:22][CH2:21][S:20](=[O:23])[CH2:19][CH2:18]3)[CH2:13]2)[CH:3]=1.[CH2:24]([O:26][CH2:27][CH:28]1[CH2:37][CH2:36][C:35]2[C:30](=[CH:31][C:32](B3OC(C)(C)C(C)(C)O3)=[CH:33][CH:34]=2)[O:29]1)[CH3:25].C([O-])([O-])=O.[Na+].[Na+].[O-]P([O-])([O-])=O.[K+].[K+].[K+]. The catalyst class is: 136. Product: [CH2:24]([O:26][CH2:27][CH:28]1[CH2:37][CH2:36][C:35]2[C:30](=[CH:31][C:32]([C:2]3[C:10]4[C:9]([NH2:11])=[N:8][CH:7]=[N:6][C:5]=4[N:4]([C@H:12]4[CH2:15][C@@H:14]([CH2:16][N:17]5[CH2:22][CH2:21][S:20](=[O:23])[CH2:19][CH2:18]5)[CH2:13]4)[CH:3]=3)=[CH:33][CH:34]=2)[O:29]1)[CH3:25].